This data is from Full USPTO retrosynthesis dataset with 1.9M reactions from patents (1976-2016). The task is: Predict the reactants needed to synthesize the given product. Given the product [CH3:29][O:28][C:22]1[CH:23]=[C:24]([O:26][CH3:27])[N:25]=[C:20]([NH:11][CH2:10][CH2:9][N:7]2[CH:8]=[C:4]([N+:1]([O-:3])=[O:2])[CH:5]=[N:6]2)[N:21]=1, predict the reactants needed to synthesize it. The reactants are: [N+:1]([C:4]1[CH:5]=[N:6][N:7]([CH2:9][CH2:10][NH2:11])[CH:8]=1)([O-:3])=[O:2].CN1C(=O)CCC1.Cl[C:20]1[N:25]=[C:24]([O:26][CH3:27])[CH:23]=[C:22]([O:28][CH3:29])[N:21]=1.C([O-])([O-])=O.[K+].[K+].